This data is from Forward reaction prediction with 1.9M reactions from USPTO patents (1976-2016). The task is: Predict the product of the given reaction. Given the reactants [NH2:1][C@H:2]1[C:7]([F:9])([F:8])[CH2:6][CH2:5][CH2:4][C@H:3]1[NH:10][C:11]1[N:12]=[C:13](Cl)[C:14]([C:17]#[N:18])=[N:15][CH:16]=1.[O:20]1[C:24]([C:25]2[CH:31]=[CH:30][C:28]([NH2:29])=[CH:27][CH:26]=2)=[CH:23][CH:22]=[N:21]1.C([O-])([O-])=O.[K+].[K+].C1C=CC(P(C2C(C3C(P(C4C=CC=CC=4)C4C=CC=CC=4)=CC=C4C=3C=CC=C4)=C3C(C=CC=C3)=CC=2)C2C=CC=CC=2)=CC=1, predict the reaction product. The product is: [NH2:1][C@H:2]1[C:7]([F:9])([F:8])[CH2:6][CH2:5][CH2:4][C@H:3]1[NH:10][C:11]1[N:12]=[C:13]([NH:29][C:28]2[CH:27]=[CH:26][C:25]([C:24]3[O:20][N:21]=[CH:22][CH:23]=3)=[CH:31][CH:30]=2)[C:14]([C:17]#[N:18])=[N:15][CH:16]=1.